Dataset: Full USPTO retrosynthesis dataset with 1.9M reactions from patents (1976-2016). Task: Predict the reactants needed to synthesize the given product. (1) Given the product [NH2:22][C:8]([N:4]1[CH2:1][CH2:2][CH2:6][CH2:5]1)=[N:9][S:10]([C:13]1[CH:18]=[CH:17][CH:16]=[CH:15][C:14]=1[N+:19]([O-:21])=[O:20])(=[O:11])=[O:12], predict the reactants needed to synthesize it. The reactants are: [CH3:1][C:2]1[CH:6]=[C:5](C)[N:4]([C:8](=[NH:22])[NH:9][S:10]([C:13]2[CH:18]=[CH:17][CH:16]=[CH:15][C:14]=2[N+:19]([O-:21])=[O:20])(=[O:12])=[O:11])N=1.CS(O)(=O)=O.N1CCCC1. (2) Given the product [CH2:17]([NH:24][NH:25][C:7]([C@@H:6]([NH:5][C:3](=[O:4])[O:2][CH3:1])[C@@H:11]([CH3:14])[CH2:12][CH3:13])=[O:55])[C:18]1[CH:23]=[CH:22][CH:21]=[CH:20][CH:19]=1, predict the reactants needed to synthesize it. The reactants are: [CH3:1][O:2][C:3]([NH:5][C@H:6]([C@@H:11]([CH3:14])[CH2:12][CH3:13])[CH2:7]C(O)=O)=[O:4].Cl.Cl.[CH2:17]([NH:24][NH2:25])[C:18]1[CH:23]=[CH:22][CH:21]=[CH:20][CH:19]=1.C(N(C(C)C)CC)(C)C.CCN=C=NCCCN(C)C.C1C=CC2N([OH:55])N=NC=2C=1. (3) Given the product [CH2:1]([O:3][C:4]([C:6]1[CH:7]=[C:8]2[N:13]([C:14]=1[C:15]1[CH:20]=[CH:19][N:18]=[C:17]([CH3:21])[CH:16]=1)[CH:12]=[CH:11][C:10]([CH2:22][N:23]1[CH:30]=[C:29]([C:28]([OH:33])([C:27]([F:35])([F:34])[F:26])[CH2:31][CH3:32])[N:25]=[N:24]1)=[CH:9]2)=[O:5])[CH3:2], predict the reactants needed to synthesize it. The reactants are: [CH2:1]([O:3][C:4]([C:6]1[CH:7]=[C:8]2[N:13]([C:14]=1[C:15]1[CH:20]=[CH:19][N:18]=[C:17]([CH3:21])[CH:16]=1)[CH:12]=[CH:11][C:10]([CH2:22][N:23]=[N+:24]=[N-:25])=[CH:9]2)=[O:5])[CH3:2].[F:26][C:27]([F:35])([F:34])[C:28]([OH:33])([CH2:31][CH3:32])[C:29]#[CH:30]. (4) Given the product [CH2:1]([C@H:4]([CH2:21][CH2:22][CH2:23][CH2:24][CH2:25][CH3:26])[C:5]([OH:6])=[O:30])[CH:2]=[CH2:3].[CH3:3][CH2:2][CH2:1][CH2:4][CH2:21][CH2:22][CH3:23], predict the reactants needed to synthesize it. The reactants are: [CH2:1]([C@H:4]([CH2:21][CH2:22][CH2:23][CH2:24][CH2:25][CH3:26])[C:5](N1[C@@H]2C[C@@H]3C(C)(C)[C@]2(CC3)CS1(=O)=O)=[O:6])[CH:2]=[CH2:3].C([OH:30])(C)C.O.O.O.O.O.O.O.O.[OH-].[Ba+2].[OH-].Cl. (5) The reactants are: [S:1]1[C:5]([C:6](=[O:8])[CH3:7])=[CH:4][C:3]2[CH2:9][CH2:10][C:11]3[C:16]([C:2]1=2)=[CH:15][CH:14]=[C:13]([C:17](=[O:19])[CH3:18])[CH:12]=3.C(C1C(=O)C(Cl)=C(Cl)C(=O)C=1C#N)#N. Given the product [S:1]1[C:5]([C:6](=[O:8])[CH3:7])=[CH:4][C:3]2[CH:9]=[CH:10][C:11]3[C:16]([C:2]1=2)=[CH:15][CH:14]=[C:13]([C:17](=[O:19])[CH3:18])[CH:12]=3, predict the reactants needed to synthesize it. (6) Given the product [Cl:7][C:6]1[S:5][C:4]([CH:8]2[O:12][CH2:11][CH2:10][O:9]2)=[CH:3][C:2]=1[CH:34]([CH:28]1[CH2:33][CH2:32][CH2:31][CH2:30][CH2:29]1)[OH:35], predict the reactants needed to synthesize it. The reactants are: Br[C:2]1[CH:3]=[C:4]([CH:8]2[O:12][CH2:11][CH2:10][O:9]2)[S:5][C:6]=1[Cl:7].[Li]CCCC.CCCCCC.[Cl-].[Cl-].[Cl-].[Ce+3].[CH:28]1([CH:34]=[O:35])[CH2:33][CH2:32][CH2:31][CH2:30][CH2:29]1. (7) Given the product [CH3:2][O:3][C:4]1[CH:9]=[C:8]([CH:17]([C:13]2([CH3:12])[CH2:16][O:15][CH2:14]2)[OH:18])[CH:7]=[CH:6][CH:5]=1, predict the reactants needed to synthesize it. The reactants are: [Br-].[CH3:2][O:3][C:4]1[CH:5]=[CH:6][CH:7]=[CH:8][CH:9]=1.[Mg+2].[Br-].[CH3:12][C:13]1([CH:17]=[O:18])[CH2:16][O:15][CH2:14]1.[Cl-].[Na+]. (8) Given the product [Br:9][C:10]1[CH:11]=[C:12]2[C:16](=[CH:17][CH:18]=1)[NH:15][C:14](=[O:19])[C:13]2([OH:20])[C:2]1[CH:7]=[CH:6][CH:5]=[CH:4][C:3]=1[CH3:8], predict the reactants needed to synthesize it. The reactants are: Br[C:2]1[CH:7]=[CH:6][CH:5]=[CH:4][C:3]=1[CH3:8].[Br:9][C:10]1[CH:11]=[C:12]2[C:16](=[CH:17][CH:18]=1)[NH:15][C:14](=[O:19])[C:13]2=[O:20].